Dataset: Catalyst prediction with 721,799 reactions and 888 catalyst types from USPTO. Task: Predict which catalyst facilitates the given reaction. (1) Reactant: [N+:1]([C:4]1[C:5]([NH:10][CH:11]2[CH2:14][N:13]([C:15]3[CH:24]=[CH:23][C:22]4[C:17](=[CH:18][CH:19]=[CH:20][CH:21]=4)[N:16]=3)[CH2:12]2)=[N:6][CH:7]=[CH:8][CH:9]=1)([O-])=O.C(O)(=O)C. Product: [N:16]1[C:17]2[C:22](=[CH:21][CH:20]=[CH:19][CH:18]=2)[CH:23]=[CH:24][C:15]=1[N:13]1[CH2:14][CH:11]([NH:10][C:5]2[C:4]([NH2:1])=[CH:9][CH:8]=[CH:7][N:6]=2)[CH2:12]1. The catalyst class is: 190. (2) Reactant: [NH2:1][C:2]1[C:3]([CH3:11])=[C:4]([CH:8]=[CH:9][CH:10]=1)[C:5]([OH:7])=[O:6].[C:12]([N:19]1[CH2:26][CH2:25][CH2:24][C@H:20]1[C:21](O)=[O:22])([O:14][C:15]([CH3:18])([CH3:17])[CH3:16])=[O:13]. Product: [C:15]([O:14][C:12]([N:19]1[CH2:26][CH2:25][CH2:24][C@H:20]1[C:21]([NH:1][C:2]1[C:3]([CH3:11])=[C:4]([CH:8]=[CH:9][CH:10]=1)[C:5]([OH:7])=[O:6])=[O:22])=[O:13])([CH3:18])([CH3:17])[CH3:16]. The catalyst class is: 4. (3) Reactant: [CH3:1][C:2]1([CH3:15])[CH2:13][C:12]2[S:11][C:10]3[C:9](=[O:14])[NH:8][N:7]=[CH:6][C:5]=3[C:4]=2[CH2:3]1.[Br:16][C:17]1[CH:24]=[C:23]([F:25])[CH:22]=[C:21](Br)[C:18]=1[CH:19]=[O:20].N(CC(O)=O)C.C([O-])([O-])=O.[K+].[K+]. Product: [Br:16][C:17]1[CH:24]=[C:23]([F:25])[CH:22]=[C:21]([N:8]2[N:7]=[CH:6][C:5]3[C:4]4[CH2:3][C:2]([CH3:15])([CH3:1])[CH2:13][C:12]=4[S:11][C:10]=3[C:9]2=[O:14])[C:18]=1[CH:19]=[O:20]. The catalyst class is: 12. (4) Reactant: [Br:1][C:2]1[CH:3]=[CH:4][C:5]([O:9][CH3:10])=[C:6]([OH:8])[CH:7]=1.Cl[CH2:12][CH2:13]OS(C1C=CC(C)=CC=1)(=O)=O.CC(C)([O-])C.[K+]. Product: [Br:1][C:2]1[CH:3]=[CH:4][C:5]([O:9][CH3:10])=[C:6]([O:8][CH:12]=[CH2:13])[CH:7]=1. The catalyst class is: 1. (5) Reactant: [C:1]([C:3]1[CH:8]=[CH:7][C:6]([CH:9]2[C:14]([C:15]([O:17][CH2:18][CH3:19])=[O:16])=[C:13]([CH3:20])[N:12]([C:21]3[CH:26]=[CH:25][C:24]([F:27])=[C:23]([C:28]([F:31])([F:30])[F:29])[CH:22]=3)[C:11](=[O:32])[NH:10]2)=[CH:5][CH:4]=1)#[N:2].[Br:33]Br. Product: [C:1]([C:3]1[CH:4]=[CH:5][C:6]([CH:9]2[C:14]([C:15]([O:17][CH2:18][CH3:19])=[O:16])=[C:13]([CH2:20][Br:33])[N:12]([C:21]3[CH:26]=[CH:25][C:24]([F:27])=[C:23]([C:28]([F:29])([F:31])[F:30])[CH:22]=3)[C:11](=[O:32])[NH:10]2)=[CH:7][CH:8]=1)#[N:2]. The catalyst class is: 22. (6) Reactant: [CH:1]([C:3]1[CH:12]=[CH:11][C:6]([C:7]([O:9][CH3:10])=[O:8])=[CH:5][N:4]=1)=O.C1(P(=[CH:32][C:33]([O:35][C:36]([CH3:39])([CH3:38])[CH3:37])=[O:34])(C2C=CC=CC=2)C2C=CC=CC=2)C=CC=CC=1. Product: [C:36]([O:35][C:33](=[O:34])/[CH:32]=[CH:1]/[C:3]1[CH:12]=[CH:11][C:6]([C:7]([O:9][CH3:10])=[O:8])=[CH:5][N:4]=1)([CH3:39])([CH3:38])[CH3:37]. The catalyst class is: 6.